Dataset: Forward reaction prediction with 1.9M reactions from USPTO patents (1976-2016). Task: Predict the product of the given reaction. The product is: [CH:5]1[C:6]([C@H:7]2[C@H:12]([CH2:13][O:14][C:15]3[CH:16]=[CH:17][C:18]4[O:23][CH2:22][O:21][C:19]=4[CH:20]=3)[CH2:11][NH:10][CH2:9][CH2:8]2)=[CH:1][CH:2]=[C:3]([F:24])[CH:4]=1.[P:25]([O-:29])([O-:28])([O-:27])=[O:26]. Given the reactants [CH:1]1[C:6]([C@H:7]2[C@H:12]([CH2:13][O:14][C:15]3[CH:16]=[CH:17][C:18]4[O:23][CH2:22][O:21][C:19]=4[CH:20]=3)[CH2:11][NH:10][CH2:9][CH2:8]2)=[CH:5][CH:4]=[C:3]([F:24])[CH:2]=1.[P:25](=[O:29])([OH:28])([OH:27])[OH:26], predict the reaction product.